From a dataset of Full USPTO retrosynthesis dataset with 1.9M reactions from patents (1976-2016). Predict the reactants needed to synthesize the given product. The reactants are: [C:1]1([CH:7]2[CH:16]=[CH:15][C:14]3[C:9](=[CH:10][CH:11]=[CH:12][CH:13]=3)[O:8]2)[CH:6]=[CH:5][CH:4]=[CH:3][CH:2]=1.B.C1C[O:21]CC1.[OH-].[Na+].OO. Given the product [C:1]1([C@@H:7]2[C@@H:16]([OH:21])[CH2:15][C:14]3[C:9](=[CH:10][CH:11]=[CH:12][CH:13]=3)[O:8]2)[CH:2]=[CH:3][CH:4]=[CH:5][CH:6]=1, predict the reactants needed to synthesize it.